From a dataset of Forward reaction prediction with 1.9M reactions from USPTO patents (1976-2016). Predict the product of the given reaction. (1) Given the reactants Cl[C:2]1[CH:7]=[C:6]([C:8]2[CH:13]=[C:12]([Cl:14])[CH:11]=[CH:10][C:9]=2[O:15][CH3:16])[N:5]=[C:4]([NH2:17])[N:3]=1.[OH:18][C:19]1[CH:25]=[CH:24][C:22]([NH2:23])=[CH:21][CH:20]=1, predict the reaction product. The product is: [NH2:17][C:4]1[N:3]=[C:2]([NH:23][C:22]2[CH:24]=[CH:25][C:19]([OH:18])=[CH:20][CH:21]=2)[CH:7]=[C:6]([C:8]2[CH:13]=[C:12]([Cl:14])[CH:11]=[CH:10][C:9]=2[O:15][CH3:16])[N:5]=1. (2) Given the reactants [CH3:1][S:2][C:3]1[CH:4]=[C:5]([SH:9])[CH:6]=[CH:7][CH:8]=1.F[C:11]1[CH:18]=[CH:17][C:14]([CH:15]=[O:16])=[CH:13][CH:12]=1.C(=O)([O-])[O-].[K+].[K+], predict the reaction product. The product is: [CH3:1][S:2][C:3]1[CH:4]=[C:5]([S:9][C:11]2[CH:18]=[CH:17][C:14]([CH:15]=[O:16])=[CH:13][CH:12]=2)[CH:6]=[CH:7][CH:8]=1.